This data is from Reaction yield outcomes from USPTO patents with 853,638 reactions. The task is: Predict the reaction yield, written as a fraction of the theoretical maximum amount of product (1.0 means a 100% yield; for example, 0.34 means a 34% yield). The reactants are [Cl:1][C:2]1[CH:7]=[CH:6][C:5]([C:8]2[CH:9]=[C:10]3[C:16]([C:17]([C:19]4[C:20]([F:33])=[C:21]([NH:26][S:27]([CH2:30][CH2:31][CH3:32])(=[O:29])=[O:28])[CH:22]=[CH:23][C:24]=4[F:25])=[O:18])=[CH:15][NH:14][C:11]3=[N:12][CH:13]=2)=[CH:4][CH:3]=1.[OH-].[K+].[C:36](=[O:48])([O:41][CH:42]1[CH2:47][CH2:46][CH2:45][CH2:44][CH2:43]1)[O:37][CH:38](Cl)[CH3:39]. The catalyst is C1COCC1. The product is [C:36](=[O:48])([O:41][CH:42]1[CH2:47][CH2:46][CH2:45][CH2:44][CH2:43]1)[O:37][CH:38]([N:14]1[C:11]2=[N:12][CH:13]=[C:8]([C:5]3[CH:6]=[CH:7][C:2]([Cl:1])=[CH:3][CH:4]=3)[CH:9]=[C:10]2[C:16]([C:17](=[O:18])[C:19]2[C:24]([F:25])=[CH:23][CH:22]=[C:21]([NH:26][S:27]([CH2:30][CH2:31][CH3:32])(=[O:28])=[O:29])[C:20]=2[F:33])=[CH:15]1)[CH3:39]. The yield is 0.519.